Dataset: Catalyst prediction with 721,799 reactions and 888 catalyst types from USPTO. Task: Predict which catalyst facilitates the given reaction. (1) Reactant: [OH-].[Na+].C[O:4][C:5]([C:7]1[C:8]([NH:27][C:28]2[CH:33]=[CH:32][C:31]([Br:34])=[CH:30][C:29]=2[Cl:35])=[C:9]([Cl:26])[C:10]2[N:11]([C:13]([CH2:16][NH:17][CH2:18][C:19]([O:21][C:22]([CH3:25])([CH3:24])[CH3:23])=[O:20])=[CH:14][N:15]=2)[CH:12]=1)=[O:6].CO.O.Cl. Product: [Br:34][C:31]1[CH:32]=[CH:33][C:28]([NH:27][C:8]2[C:7]([C:5]([OH:6])=[O:4])=[CH:12][N:11]3[C:13]([CH2:16][NH:17][CH2:18][C:19]([O:21][C:22]([CH3:23])([CH3:24])[CH3:25])=[O:20])=[CH:14][N:15]=[C:10]3[C:9]=2[Cl:26])=[C:29]([Cl:35])[CH:30]=1. The catalyst class is: 6. (2) Reactant: [F:1][C:2]1[CH:7]=[C:6]([I:8])[CH:5]=[CH:4][C:3]=1[NH:9][C:10]1[N:11]([CH3:43])[C:12](=[O:42])[CH:13]=[C:14]([O:28][C:29]2[CH:34]=[CH:33][CH:32]=[C:31]([O:35][C@H:36]3[CH2:40][CH2:39][O:38][CH2:37]3)[C:30]=2[CH3:41])[C:15]=1[C:16]([NH:18]CC1C=CC(OC)=CC=1)=[O:17].[Al+3].[Cl-].[Cl-].[Cl-]. Product: [F:1][C:2]1[CH:7]=[C:6]([I:8])[CH:5]=[CH:4][C:3]=1[NH:9][C:10]1[N:11]([CH3:43])[C:12](=[O:42])[CH:13]=[C:14]([O:28][C:29]2[CH:34]=[CH:33][CH:32]=[C:31]([O:35][C@H:36]3[CH2:40][CH2:39][O:38][CH2:37]3)[C:30]=2[CH3:41])[C:15]=1[C:16]([NH2:18])=[O:17]. The catalyst class is: 520.